This data is from NCI-60 drug combinations with 297,098 pairs across 59 cell lines. The task is: Regression. Given two drug SMILES strings and cell line genomic features, predict the synergy score measuring deviation from expected non-interaction effect. (1) Drug 2: C1C(C(OC1N2C=NC3=C(N=C(N=C32)Cl)N)CO)O. Cell line: SK-MEL-28. Drug 1: C1=C(C(=O)NC(=O)N1)N(CCCl)CCCl. Synergy scores: CSS=15.6, Synergy_ZIP=-4.98, Synergy_Bliss=2.31, Synergy_Loewe=0.651, Synergy_HSA=1.08. (2) Drug 1: CS(=O)(=O)C1=CC(=C(C=C1)C(=O)NC2=CC(=C(C=C2)Cl)C3=CC=CC=N3)Cl. Drug 2: COC1=C(C=C2C(=C1)N=CN=C2NC3=CC(=C(C=C3)F)Cl)OCCCN4CCOCC4. Cell line: SK-OV-3. Synergy scores: CSS=51.5, Synergy_ZIP=9.23, Synergy_Bliss=9.81, Synergy_Loewe=-10.4, Synergy_HSA=10.3. (3) Drug 1: CC1=C(C=C(C=C1)NC2=NC=CC(=N2)N(C)C3=CC4=NN(C(=C4C=C3)C)C)S(=O)(=O)N.Cl. Drug 2: C1C(C(OC1N2C=NC(=NC2=O)N)CO)O. Cell line: SK-MEL-5. Synergy scores: CSS=5.48, Synergy_ZIP=-0.278, Synergy_Bliss=3.68, Synergy_Loewe=-5.13, Synergy_HSA=-2.48.